This data is from Forward reaction prediction with 1.9M reactions from USPTO patents (1976-2016). The task is: Predict the product of the given reaction. Given the reactants [OH:1][C:2]1([CH2:21][C:22](=[O:32])[CH2:23][C:24]([C:26]2[CH:27]=[N:28][CH:29]=[CH:30][CH:31]=2)=O)[CH2:7][CH2:6][N:5]([C:8](=[O:20])[C:9]2[CH:14]=[CH:13][C:12]([O:15][CH:16]([CH3:18])[CH3:17])=[C:11]([CH3:19])[CH:10]=2)[CH2:4][CH2:3]1.C(O)(=O)C, predict the reaction product. The product is: [CH:16]([O:15][C:12]1[CH:13]=[CH:14][C:9]([C:8]([N:5]2[CH2:6][CH2:7][C:2]3([O:1][C:24]([C:26]4[CH:27]=[N:28][CH:29]=[CH:30][CH:31]=4)=[CH:23][C:22](=[O:32])[CH2:21]3)[CH2:3][CH2:4]2)=[O:20])=[CH:10][C:11]=1[CH3:19])([CH3:18])[CH3:17].